Predict the product of the given reaction. From a dataset of Forward reaction prediction with 1.9M reactions from USPTO patents (1976-2016). (1) Given the reactants [C:1]([Si:5]([CH3:31])([CH3:30])[O:6][CH2:7][C@@H:8]([C@@H:17]1[C@@H:21]([C:22]2[CH:27]=[CH:26][C:25]([F:28])=[C:24]([F:29])[CH:23]=2)[CH2:20][NH:19][CH2:18]1)[O:9][C:10]1[CH:15]=[CH:14][C:13]([Cl:16])=[CH:12][N:11]=1)([CH3:4])([CH3:3])[CH3:2].[CH3:32][C:33]1[N:38]=[N:37][CH:36]=[C:35]([C:39](O)=[O:40])[CH:34]=1, predict the reaction product. The product is: [C:1]([Si:5]([CH3:31])([CH3:30])[O:6][CH2:7][C@@H:8]([C@@H:17]1[C@@H:21]([C:22]2[CH:27]=[CH:26][C:25]([F:28])=[C:24]([F:29])[CH:23]=2)[CH2:20][N:19]([C:39]([C:35]2[CH:34]=[C:33]([CH3:32])[N:38]=[N:37][CH:36]=2)=[O:40])[CH2:18]1)[O:9][C:10]1[CH:15]=[CH:14][C:13]([Cl:16])=[CH:12][N:11]=1)([CH3:4])([CH3:3])[CH3:2]. (2) Given the reactants Cl.[CH2:2]([O:4][C:5](=[O:14])[CH2:6][C@H:7]1[CH2:12][CH2:11][C@H:10]([NH2:13])[CH2:9][CH2:8]1)[CH3:3].Cl.[N:16]1[C:25]2[C:20](=[CH:21][CH:22]=[CH:23][CH:24]=2)[C:19]([C:26]([Cl:28])=[O:27])=[CH:18][CH:17]=1.C(N(CC)CC)C.CCCCCCC.C(OCC)(=O)C, predict the reaction product. The product is: [ClH:28].[CH2:2]([O:4][C:5](=[O:14])[CH2:6][C@H:7]1[CH2:8][CH2:9][C@H:10]([NH:13][C:26]([C:19]2[C:20]3[C:25](=[CH:24][CH:23]=[CH:22][CH:21]=3)[N:16]=[CH:17][CH:18]=2)=[O:27])[CH2:11][CH2:12]1)[CH3:3]. (3) Given the reactants [F:1][C:2]1[C:3]([C:16]2[CH:21]=[CH:20][CH:19]=[CH:18][CH:17]=2)=[N:4][N:5]([C:7]2[N:15]=[CH:14][CH:13]=[CH:12][C:8]=2[C:9]([OH:11])=O)[CH:6]=1.[Cl-].[CH:23]1([NH:26][C:27](=[O:39])[CH:28]([OH:38])[CH:29]([NH3+:37])[CH2:30][C:31]2[CH:36]=[CH:35][CH:34]=[CH:33][CH:32]=2)[CH2:25][CH2:24]1.ClCCl, predict the reaction product. The product is: [CH:23]1([NH:26][C:27](=[O:39])[CH:28]([OH:38])[CH:29]([NH:37][C:9](=[O:11])[C:8]2[CH:12]=[CH:13][CH:14]=[N:15][C:7]=2[N:5]2[CH:6]=[C:2]([F:1])[C:3]([C:16]3[CH:21]=[CH:20][CH:19]=[CH:18][CH:17]=3)=[N:4]2)[CH2:30][C:31]2[CH:36]=[CH:35][CH:34]=[CH:33][CH:32]=2)[CH2:24][CH2:25]1. (4) Given the reactants [F:1][C:2]1[CH:7]=[CH:6][C:5]([OH:8])=[C:4]([C:9]2[CH:14]=[CH:13][N:12]=[CH:11][CH:10]=2)[CH:3]=1.[F:15][C:16]([F:29])([F:28])[S:17](O[S:17]([C:16]([F:29])([F:28])[F:15])(=[O:19])=[O:18])(=[O:19])=[O:18], predict the reaction product. The product is: [F:1][C:2]1[CH:7]=[CH:6][C:5]([O:8][S:17]([C:16]([F:29])([F:28])[F:15])(=[O:19])=[O:18])=[C:4]([C:9]2[CH:10]=[CH:11][N:12]=[CH:13][CH:14]=2)[CH:3]=1.